Dataset: Catalyst prediction with 721,799 reactions and 888 catalyst types from USPTO. Task: Predict which catalyst facilitates the given reaction. (1) Reactant: Br.[OH:2][C:3]1[CH:10]=[CH:9][C:6]([CH2:7][NH2:8])=[CH:5][CH:4]=1.C([O-])(O)=O.[Na+].[C:16](O[C:16]([O:18][C:19]([CH3:22])([CH3:21])[CH3:20])=[O:17])([O:18][C:19]([CH3:22])([CH3:21])[CH3:20])=[O:17]. Product: [C:19]([O:18][C:16](=[O:17])[NH:8][CH2:7][C:6]1[CH:9]=[CH:10][C:3]([OH:2])=[CH:4][CH:5]=1)([CH3:22])([CH3:21])[CH3:20]. The catalyst class is: 38. (2) Reactant: [F:1][C:2]1[CH:3]=[C:4]([OH:9])[CH:5]=[C:6]([CH3:8])[CH:7]=1.[Si:10](Cl)([C:13]([CH3:16])([CH3:15])[CH3:14])([CH3:12])[CH3:11].N1C=CN=C1. Product: [C:13]([Si:10]([O:9][C:4]1[CH:5]=[C:6]([CH3:8])[CH:7]=[C:2]([F:1])[CH:3]=1)([CH3:12])[CH3:11])([CH3:16])([CH3:15])[CH3:14]. The catalyst class is: 4. (3) Reactant: [B:1]([C:4]1[CH:5]=[C:6]([CH:10]=[CH:11][CH:12]=1)[C:7]([OH:9])=O)([OH:3])[OH:2].CCN=C=NCCCN(C)C.[NH2:24][CH2:25][CH2:26][CH2:27][NH:28][C:29](=[O:55])[CH2:30][C@@H:31]1[N:37]=[C:36]([C:38]2[CH:43]=[CH:42][C:41]([Cl:44])=[CH:40][CH:39]=2)[C:35]2[CH:45]=[C:46]([O:49][CH3:50])[CH:47]=[CH:48][C:34]=2[N:33]2[C:51]([CH3:54])=[N:52][N:53]=[C:32]12. Product: [Cl:44][C:41]1[CH:42]=[CH:43][C:38]([C:36]2[C:35]3[CH:45]=[C:46]([O:49][CH3:50])[CH:47]=[CH:48][C:34]=3[N:33]3[C:51]([CH3:54])=[N:52][N:53]=[C:32]3[C@H:31]([CH2:30][C:29]([NH:28][CH2:27][CH2:26][CH2:25][NH:24][C:7]([C:6]3[CH:5]=[C:4]([B:1]([OH:2])[OH:3])[CH:12]=[CH:11][CH:10]=3)=[O:9])=[O:55])[N:37]=2)=[CH:39][CH:40]=1. The catalyst class is: 64.